Dataset: Reaction yield outcomes from USPTO patents with 853,638 reactions. Task: Predict the reaction yield, written as a fraction of the theoretical maximum amount of product (1.0 means a 100% yield; for example, 0.34 means a 34% yield). (1) The reactants are C([N:8]1[CH2:13][CH2:12][CH:11]([C:14]2[N:15]([CH2:27][CH3:28])[CH:16]=[C:17]([C:19]3[CH:24]=[CH:23][C:22]([F:25])=[C:21]([Cl:26])[CH:20]=3)[N:18]=2)[CH2:10][CH2:9]1)C1C=CC=CC=1.C1(N)C2C(=CC=CC=2N)C=CC=1.ClC(OC(Cl)C)=O. The catalyst is ClCCCl. The product is [ClH:26].[Cl:26][C:21]1[CH:20]=[C:19]([C:17]2[N:18]=[C:14]([CH:11]3[CH2:12][CH2:13][NH:8][CH2:9][CH2:10]3)[N:15]([CH2:27][CH3:28])[CH:16]=2)[CH:24]=[CH:23][C:22]=1[F:25]. The yield is 1.18. (2) The reactants are [C:1]([CH:8]([NH2:15])[C:9]1[CH:14]=[CH:13][N:12]=[CH:11][CH:10]=1)([O:3][C:4]([CH3:7])([CH3:6])[CH3:5])=[O:2]. The catalyst is [Rh]. The product is [C:1]([CH:8]([NH2:15])[CH:9]1[CH2:10][CH2:11][NH:12][CH2:13][CH2:14]1)([O:3][C:4]([CH3:7])([CH3:6])[CH3:5])=[O:2]. The yield is 0.990. (3) The reactants are [Br:1][C:2]1[CH:7]=[C:6]2[N:8]([C:16]3[C:21]([Cl:22])=[CH:20][N:19]=[C:18](N)[N:17]=3)[CH2:9][C:10]3([CH2:15][CH2:14][O:13][CH2:12][CH2:11]3)[C:5]2=[CH:4][CH:3]=1.C(ON=O)CC(C)C. The catalyst is C1COCC1. The product is [Br:1][C:2]1[CH:7]=[C:6]2[N:8]([C:16]3[C:21]([Cl:22])=[CH:20][N:19]=[CH:18][N:17]=3)[CH2:9][C:10]3([CH2:15][CH2:14][O:13][CH2:12][CH2:11]3)[C:5]2=[CH:4][CH:3]=1. The yield is 0.322. (4) The catalyst is N1C=CC=CC=1.O.CO. The yield is 1.00. The product is [Br:10][C:6]1[N:5]=[C:4](/[C:1](=[N:12]\[OH:13])/[CH3:2])[CH:9]=[CH:8][CH:7]=1. The reactants are [C:1]([C:4]1[CH:9]=[CH:8][CH:7]=[C:6]([Br:10])[N:5]=1)(=O)[CH3:2].Cl.[NH2:12][OH:13].C(O)(C(F)(F)F)=O. (5) The reactants are [CH3:1][C:2]1([CH3:16])[C:6]([CH3:8])([CH3:7])[O:5][B:4]([C:9]2[CH:14]=[CH:13][C:12]([OH:15])=[CH:11][CH:10]=2)[O:3]1.[O:17]1[CH2:22][CH2:21][CH:20]([O:23][CH2:24][CH2:25]O)[CH2:19][CH2:18]1. No catalyst specified. The product is [CH3:8][C:6]1([CH3:7])[C:2]([CH3:16])([CH3:1])[O:3][B:4]([C:9]2[CH:14]=[CH:13][C:12]([O:15][CH2:25][CH2:24][O:23][CH:20]3[CH2:21][CH2:22][O:17][CH2:18][CH2:19]3)=[CH:11][CH:10]=2)[O:5]1. The yield is 0.560. (6) The product is [Br:1][C:2]1[CH:3]=[C:4]([C:11]([O:13][CH3:14])=[O:12])[C:5]2[CH:6]=[N:7][N:8]([CH:22]([CH3:24])[CH3:23])[C:9]=2[CH:10]=1. The catalyst is C(#N)C. The yield is 0.326. The reactants are [Br:1][C:2]1[CH:3]=[C:4]([C:11]([O:13][CH3:14])=[O:12])[C:5]2[CH:6]=[N:7][NH:8][C:9]=2[CH:10]=1.C(=O)([O-])[O-].[Cs+].[Cs+].I[CH:22]([CH3:24])[CH3:23]. (7) The reactants are [Cl:1][C:2]1[CH:3]=[C:4]([NH:9][NH2:10])[CH:5]=[CH:6][C:7]=1[F:8].[I:11][C:12]1[CH:17]=[CH:16][C:15]([N:18]2[CH2:23][CH2:22][CH:21]([C:24](=O)[C:25]([F:28])([F:27])[F:26])[C:20](=O)[C:19]2=[O:31])=[CH:14][CH:13]=1.C(O)C.Cl. The catalyst is C(OC(=O)C)C. The product is [Cl:1][C:2]1[CH:3]=[C:4]([N:9]2[C:20]3[C:19](=[O:31])[N:18]([C:15]4[CH:16]=[CH:17][C:12]([I:11])=[CH:13][CH:14]=4)[CH2:23][CH2:22][C:21]=3[C:24]([C:25]([F:28])([F:26])[F:27])=[N:10]2)[CH:5]=[CH:6][C:7]=1[F:8]. The yield is 0.750. (8) The yield is 0.820. The reactants are [OH:1][C:2]1[N:6]([C:7]2[CH:15]=[CH:14][C:10]([C:11](O)=[O:12])=[CH:9][N:8]=2)[N:5]=[CH:4][C:3]=1[C:16]1[CH:21]=[CH:20][N:19]=[C:18]([O:22][CH3:23])[CH:17]=1.CCN=C=NCCCN(C)C.C1C=CC2N(O)N=NC=2C=1.[O:45]1[CH2:50][CH2:49][CH:48]([CH2:51][NH2:52])[CH2:47][CH2:46]1.CCN(C(C)C)C(C)C. The catalyst is CN(C=O)C. The product is [OH:1][C:2]1[N:6]([C:7]2[CH:15]=[CH:14][C:10]([C:11]([NH:52][CH2:51][CH:48]3[CH2:49][CH2:50][O:45][CH2:46][CH2:47]3)=[O:12])=[CH:9][N:8]=2)[N:5]=[CH:4][C:3]=1[C:16]1[CH:21]=[CH:20][N:19]=[C:18]([O:22][CH3:23])[CH:17]=1.